This data is from Reaction yield outcomes from USPTO patents with 853,638 reactions. The task is: Predict the reaction yield, written as a fraction of the theoretical maximum amount of product (1.0 means a 100% yield; for example, 0.34 means a 34% yield). (1) The reactants are [OH:1][CH:2]([CH3:8])[CH2:3][CH2:4][C:5]([OH:7])=[O:6].[N+](=[CH2:11])=[N-]. The catalyst is C1COCC1. The product is [CH3:11][O:6][C:5](=[O:7])[CH2:4][CH2:3][CH:2]([OH:1])[CH3:8]. The yield is 0.600. (2) The reactants are [Cl:1][C:2]1[CH:7]=[C:6]([C:8]([N:10]2[C:23]3[C:18](=[CH:19][C:20]([Cl:24])=[CH:21][CH:22]=3)[C:12]3([CH2:17][CH2:16][NH:15][CH2:14][CH2:13]3)[CH2:11]2)=[O:9])[CH:5]=[CH:4][N:3]=1.[Cl:25][C:26]1[CH:31]=[CH:30][C:29](/[C:32](/[Cl:36])=[CH:33]/[CH2:34]Cl)=[CH:28][CH:27]=1. No catalyst specified. The product is [Cl:1][C:2]1[CH:7]=[C:6]([C:8]([N:10]2[C:23]3[C:18](=[CH:19][C:20]([Cl:24])=[CH:21][CH:22]=3)[C:12]3([CH2:13][CH2:14][N:15]([CH2:34]/[CH:33]=[C:32](/[C:29]4[CH:28]=[CH:27][C:26]([Cl:25])=[CH:31][CH:30]=4)\[Cl:36])[CH2:16][CH2:17]3)[CH2:11]2)=[O:9])[CH:5]=[CH:4][N:3]=1. The yield is 0.640. (3) The reactants are [C:1]([O:7][C:8]1[C:9]([CH3:18])=[C:10]2[N:15]([CH:16]=1)[N:14]=[CH:13][N:12]=[C:11]2Cl)(=[O:6])[C:2]([CH3:5])([CH3:4])[CH3:3].[F:19][C:20]1[CH:25]=[C:24]([N+:26]([O-:28])=[O:27])[CH:23]=[CH:22][C:21]=1[OH:29].C([O-])([O-])=O.[K+].[K+]. The catalyst is CN(C=O)C. The product is [C:1]([O:7][C:8]1[C:9]([CH3:18])=[C:10]2[N:15]([CH:16]=1)[N:14]=[CH:13][N:12]=[C:11]2[O:29][C:21]1[CH:22]=[CH:23][C:24]([N+:26]([O-:28])=[O:27])=[CH:25][C:20]=1[F:19])(=[O:6])[C:2]([CH3:5])([CH3:4])[CH3:3]. The yield is 0.440. (4) The reactants are [CH3:1][NH:2][C:3]1[CH:12]=[CH:11][C:6]([C:7]([O:9][CH3:10])=[O:8])=[CH:5][C:4]=1[N+:13]([O-])=O.[H][H]. The catalyst is O1CCOCC1.[OH-].[Pd+2].[OH-]. The product is [NH2:13][C:4]1[CH:5]=[C:6]([CH:11]=[CH:12][C:3]=1[NH:2][CH3:1])[C:7]([O:9][CH3:10])=[O:8]. The yield is 0.620. (5) The reactants are [CH3:1][C:2]1[N:6]=[C:5]([C:7]2[N:8]=[C:9]3[N:19]([CH:20]=2)[CH2:18][CH2:17][O:16][C:15]2[C:10]3=[CH:11][CH:12]=[C:13]([C:21]3[CH:22]=[N:23][N:24]([CH3:32])[C:25]=3[CH:26]3[CH2:31][CH2:30][CH2:29][NH:28][CH2:27]3)[CH:14]=2)[N:4]([CH:33]([CH3:35])[CH3:34])[N:3]=1.O1[CH2:41][CH2:40][C:39](=[O:42])CC1. The catalyst is CCO. The product is [CH:33]([N:4]1[C:5]([C:7]2[N:8]=[C:9]3[C:10]4[CH:11]=[CH:12][C:13]([C:21]5[CH:22]=[N:23][N:24]([CH3:32])[C:25]=5[CH:26]5[CH2:31][CH2:30][CH2:29][N:28]([CH:40]6[CH2:39][O:42][CH2:41]6)[CH2:27]5)=[CH:14][C:15]=4[O:16][CH2:17][CH2:18][N:19]3[CH:20]=2)=[N:6][C:2]([CH3:1])=[N:3]1)([CH3:35])[CH3:34]. The yield is 0.180. (6) The reactants are [N+:1]([C:4]1[CH:5]=[C:6]2[C:10](=[CH:11][CH:12]=1)[NH:9][CH:8]=[CH:7]2)([O-:3])=[O:2].[Al+3].[Cl-].[Cl-].[Cl-].Br[C:18]([CH3:21])([CH3:20])[CH3:19]. The catalyst is C(Cl)Cl. The product is [C:18]([C:7]1[C:6]2[C:10](=[CH:11][CH:12]=[C:4]([N+:1]([O-:3])=[O:2])[CH:5]=2)[NH:9][CH:8]=1)([CH3:21])([CH3:20])[CH3:19]. The yield is 0.310.